From a dataset of NCI-60 drug combinations with 297,098 pairs across 59 cell lines. Regression. Given two drug SMILES strings and cell line genomic features, predict the synergy score measuring deviation from expected non-interaction effect. (1) Drug 1: CC1C(C(CC(O1)OC2CC(CC3=C2C(=C4C(=C3O)C(=O)C5=C(C4=O)C(=CC=C5)OC)O)(C(=O)C)O)N)O.Cl. Drug 2: CN(C)N=NC1=C(NC=N1)C(=O)N. Cell line: SNB-75. Synergy scores: CSS=15.4, Synergy_ZIP=0.365, Synergy_Bliss=5.41, Synergy_Loewe=-58.4, Synergy_HSA=3.69. (2) Drug 1: C1CN1C2=NC(=NC(=N2)N3CC3)N4CC4. Drug 2: C(=O)(N)NO. Cell line: U251. Synergy scores: CSS=24.3, Synergy_ZIP=10.8, Synergy_Bliss=5.51, Synergy_Loewe=-18.0, Synergy_HSA=-0.309. (3) Drug 1: CC12CCC3C(C1CCC2=O)CC(=C)C4=CC(=O)C=CC34C. Drug 2: CC1C(C(CC(O1)OC2CC(OC(C2O)C)OC3=CC4=CC5=C(C(=O)C(C(C5)C(C(=O)C(C(C)O)O)OC)OC6CC(C(C(O6)C)O)OC7CC(C(C(O7)C)O)OC8CC(C(C(O8)C)O)(C)O)C(=C4C(=C3C)O)O)O)O. Cell line: ACHN. Synergy scores: CSS=57.8, Synergy_ZIP=4.64, Synergy_Bliss=3.32, Synergy_Loewe=3.10, Synergy_HSA=2.81. (4) Drug 1: C1CCN(CC1)CCOC2=CC=C(C=C2)C(=O)C3=C(SC4=C3C=CC(=C4)O)C5=CC=C(C=C5)O. Drug 2: CC1CCCC2(C(O2)CC(NC(=O)CC(C(C(=O)C(C1O)C)(C)C)O)C(=CC3=CSC(=N3)C)C)C. Cell line: LOX IMVI. Synergy scores: CSS=1.21, Synergy_ZIP=-2.04, Synergy_Bliss=-1.50, Synergy_Loewe=-0.112, Synergy_HSA=0.0772. (5) Drug 1: CC1C(C(CC(O1)OC2CC(CC3=C2C(=C4C(=C3O)C(=O)C5=C(C4=O)C(=CC=C5)OC)O)(C(=O)CO)O)N)O.Cl. Drug 2: C1CNP(=O)(OC1)N(CCCl)CCCl. Cell line: SK-MEL-28. Synergy scores: CSS=1.07, Synergy_ZIP=0.382, Synergy_Bliss=1.21, Synergy_Loewe=-0.755, Synergy_HSA=-0.433. (6) Drug 1: CCC1(C2=C(COC1=O)C(=O)N3CC4=CC5=C(C=CC(=C5CN(C)C)O)N=C4C3=C2)O.Cl. Cell line: SF-295. Synergy scores: CSS=54.3, Synergy_ZIP=-3.15, Synergy_Bliss=-2.46, Synergy_Loewe=-0.415, Synergy_HSA=-0.0772. Drug 2: C1C(C(OC1N2C=NC(=NC2=O)N)CO)O.